This data is from Full USPTO retrosynthesis dataset with 1.9M reactions from patents (1976-2016). The task is: Predict the reactants needed to synthesize the given product. (1) Given the product [NH2:1][C:2]1[S:3][C:4]2[CH:10]=[C:9]([C:11]([N:14]3[CH2:19][CH2:18][CH2:17][C@@H:16]4[C:20]5[CH:21]=[CH:22][CH:23]=[CH:24][C:25]=5[CH2:26][C@H:15]34)=[O:13])[CH:8]=[CH:7][C:5]=2[N:6]=1, predict the reactants needed to synthesize it. The reactants are: [NH2:1][C:2]1[S:3][C:4]2[CH:10]=[C:9]([C:11]([OH:13])=O)[CH:8]=[CH:7][C:5]=2[N:6]=1.[NH:14]1[CH2:19][CH2:18][CH2:17][C@@H:16]2[C:20]3[CH:21]=[CH:22][CH:23]=[CH:24][C:25]=3[CH2:26][C@H:15]12.F[P-](F)(F)(F)(F)F.N1(OC(N(C)C)=[N+](C)C)C2N=CC=CC=2N=N1. (2) Given the product [OH:11][C:6]1([CH3:14])[CH2:7][CH:8]2[CH2:10][CH:5]1[CH:4]1[CH:9]2[C:1](=[O:13])[NH:2][C:3]1=[O:12], predict the reactants needed to synthesize it. The reactants are: [C:1]1(=[O:13])[CH:9]2[CH:4]([CH:5]3[CH2:10][CH:8]2[CH2:7][C:6]3=[O:11])[C:3](=[O:12])[NH:2]1.[CH3:14][Mg]Br.C(O)(=O)C.O. (3) Given the product [NH2:1][C:2]1[C:10]2[CH2:9][CH2:8][N:7]([C:11]3[CH:16]=[CH:15][C:14]([O:17][CH3:18])=[CH:13][CH:12]=3)[C:6](=[O:19])[C:5]=2[N:4]([C:20](=[O:23])[CH2:38][CH2:37][N:34]2[CH2:35][CH2:36][N:31]([CH2:30][C:29]3[CH:42]=[CH:43][C:44]([O:48][CH3:49])=[C:45]([O:46][CH3:47])[C:28]=3[O:27][CH3:26])[CH2:32][CH2:33]2)[N:3]=1, predict the reactants needed to synthesize it. The reactants are: [NH2:1][C:2]1[C:10]2[CH2:9][CH2:8][N:7]([C:11]3[CH:16]=[CH:15][C:14]([O:17][CH3:18])=[CH:13][CH:12]=3)[C:6](=[O:19])[C:5]=2[NH:4][N:3]=1.[C:20](=[O:23])([O-])[O-].[K+].[K+].[CH3:26][O:27][C:28]1[C:45]([O:46][CH3:47])=[C:44]([O:48][CH3:49])[CH:43]=[CH:42][C:29]=1[CH2:30][N:31]1[CH2:36][CH2:35][N:34]([C:37](=O)[CH2:38]CCl)[CH2:33][CH2:32]1. (4) Given the product [CH3:9][C:7]1[N:8]=[C:4](/[CH:3]=[CH:2]/[C:13]2[N:14]([CH3:24])[N:15]=[N:16][C:17]=2[C:18]2[CH:23]=[CH:22][CH:21]=[CH:20][N:19]=2)[S:5][C:6]=1[C:10]([OH:12])=[O:11], predict the reactants needed to synthesize it. The reactants are: O[CH:2]([C:13]1[N:14]([CH3:24])[N:15]=[N:16][C:17]=1[C:18]1[CH:23]=[CH:22][CH:21]=[CH:20][N:19]=1)[CH2:3][C:4]1[S:5][C:6]([C:10]([OH:12])=[O:11])=[C:7]([CH3:9])[N:8]=1.S(=O)(=O)(O)O.[OH-].[Na+]. (5) Given the product [CH2:1]([N:3]([CH:27]1[CH2:32][CH2:31][N:30]([CH:38]([CH3:40])[CH3:37])[CH2:29][CH2:28]1)[C:4]1[C:19]2[CH2:18][CH:17]=[CH:16][CH2:15][CH2:14][C:13]3[CH:20]=[C:21]([CH3:25])[NH:22][C:23](=[O:24])[C:12]=3[CH2:11][NH:10][C:9](=[O:26])[C:8]=2[CH:7]=[CH:6][CH:5]=1)[CH3:2], predict the reactants needed to synthesize it. The reactants are: [CH2:1]([N:3]([CH:27]1[CH2:32][CH2:31][NH:30][CH2:29][CH2:28]1)[C:4]1[C:19]2[CH2:18][CH:17]=[CH:16][CH2:15][CH2:14][C:13]3[CH:20]=[C:21]([CH3:25])[NH:22][C:23](=[O:24])[C:12]=3[CH2:11][NH:10][C:9](=[O:26])[C:8]=2[CH:7]=[CH:6][CH:5]=1)[CH3:2].[BH3-]C#N.[Na+].[CH3:37][C:38]([CH3:40])=O.CC(O)=O. (6) The reactants are: [S:1]1[C:5]2[CH:6]=[CH:7][CH:8]=[CH:9][C:4]=2[CH:3]=[C:2]1[CH:10]([C:12]1[CH:17]=[CH:16][CH:15]=[CH:14][C:13]=1[S:18][CH3:19])[NH2:11].[CH2:20](N(C(C)C)C(C)C)C.[CH3:29][O:30][C:31]1[CH:32]=[C:33]([S:39](Cl)(=[O:41])=[O:40])[CH:34]=[CH:35][C:36]=1[O:37][CH3:38]. Given the product [S:1]1[C:5]2[CH:6]=[CH:7][CH:8]=[CH:9][C:4]=2[CH:3]=[C:2]1[CH:10]([C:12]1[CH:17]=[CH:16][CH:15]=[CH:14][C:13]=1[S:18][CH3:19])[NH:11][S:39]([C:33]1[CH:34]=[CH:35][C:36]2[O:37][CH2:38][CH2:20][CH2:29][O:30][C:31]=2[CH:32]=1)(=[O:41])=[O:40], predict the reactants needed to synthesize it. (7) The reactants are: [CH:1]1([CH2:4][O:5][C:6]2[N:11]=[C:10]([C:12]([OH:14])=O)[CH:9]=[N:8][C:7]=2[N:15]2[CH2:18][C:17]([F:20])([F:19])[CH2:16]2)[CH2:3][CH2:2]1.Cl.[F:22][C:23]1([F:28])[CH2:27][CH2:26][NH:25][CH2:24]1. Given the product [CH:1]1([CH2:4][O:5][C:6]2[N:11]=[C:10]([C:12]([N:25]3[CH2:26][CH2:27][C:23]([F:28])([F:22])[CH2:24]3)=[O:14])[CH:9]=[N:8][C:7]=2[N:15]2[CH2:18][C:17]([F:20])([F:19])[CH2:16]2)[CH2:2][CH2:3]1, predict the reactants needed to synthesize it.